Predict the product of the given reaction. From a dataset of Forward reaction prediction with 1.9M reactions from USPTO patents (1976-2016). (1) Given the reactants [OH:1][C:2]1[CH:19]=[CH:18][C:5]2[CH2:6][CH2:7][N:8]([C:11]([O:13][C:14]([CH3:17])([CH3:16])[CH3:15])=[O:12])[CH2:9][CH2:10][C:4]=2[CH:3]=1.CC(C)([O-])C.[K+].Cl[C:27]1[N:32]=[CH:31][C:30]([C:33]([NH:35][CH3:36])=[O:34])=[CH:29][CH:28]=1, predict the reaction product. The product is: [CH3:36][NH:35][C:33]([C:30]1[CH:29]=[CH:28][C:27]([O:1][C:2]2[CH:19]=[CH:18][C:5]3[CH2:6][CH2:7][N:8]([C:11]([O:13][C:14]([CH3:16])([CH3:15])[CH3:17])=[O:12])[CH2:9][CH2:10][C:4]=3[CH:3]=2)=[N:32][CH:31]=1)=[O:34]. (2) Given the reactants C(Cl)C=C.FC(F)(F)C(O)=O.Br[C:13]1[S:14][CH:15]=[C:16]([CH3:18])[N:17]=1.II.[Cl:21][C:22]1[CH:27]=[CH:26][CH:25]=[C:24]([Cl:28])[C:23]=1[C:29]1[N:30]([C:35]2[CH:40]=[CH:39][C:38]([C:41]3[CH:46]=[CH:45][CH:44]=[C:43]([S:47]([CH3:50])(=[O:49])=[O:48])[CH:42]=3)=[CH:37][CH:36]=2)[CH:31]=[C:32](I)[N:33]=1, predict the reaction product. The product is: [Cl:28][C:24]1[CH:25]=[CH:26][CH:27]=[C:22]([Cl:21])[C:23]=1[C:29]1[N:30]([C:35]2[CH:36]=[CH:37][C:38]([C:41]3[CH:46]=[CH:45][CH:44]=[C:43]([S:47]([CH3:50])(=[O:49])=[O:48])[CH:42]=3)=[CH:39][CH:40]=2)[CH:31]=[C:32]([C:13]2[S:14][CH:15]=[C:16]([CH3:18])[N:17]=2)[N:33]=1. (3) Given the reactants [CH3:1][N:2]([CH2:10][CH2:11][N:12]1[CH2:17][CH2:16][S:15][C:14]2[CH:18]=[C:19]([N+:22]([O-])=O)[CH:20]=[CH:21][C:13]1=2)[C:3](=[O:9])[O:4][C:5]([CH3:8])([CH3:7])[CH3:6].O.NN, predict the reaction product. The product is: [NH2:22][C:19]1[CH:20]=[CH:21][C:13]2[N:12]([CH2:11][CH2:10][N:2]([CH3:1])[C:3](=[O:9])[O:4][C:5]([CH3:6])([CH3:7])[CH3:8])[CH2:17][CH2:16][S:15][C:14]=2[CH:18]=1. (4) Given the reactants Cl[CH:2]([C:16]1[CH:21]=[CH:20][CH:19]=[CH:18][CH:17]=1)[C:3]([C:5]1[C:13]2[C:8](=[CH:9][C:10]([CH2:14][OH:15])=[CH:11][CH:12]=2)[NH:7][CH:6]=1)=[O:4].[CH3:22][O:23][C:24]1[CH:25]=[C:26]([CH:28]=[CH:29][CH:30]=1)[NH2:27], predict the reaction product. The product is: [OH:15][CH2:14][C:10]1[CH:9]=[C:8]2[C:13]([C:5]([C:3](=[O:4])[CH:2]([NH:27][C:26]3[CH:28]=[CH:29][CH:30]=[C:24]([O:23][CH3:22])[CH:25]=3)[C:16]3[CH:21]=[CH:20][CH:19]=[CH:18][CH:17]=3)=[CH:6][NH:7]2)=[CH:12][CH:11]=1. (5) The product is: [ClH:58].[NH2:49][CH2:48][C@H:45]1[CH2:46][CH2:47][C@H:42]([C:40]([NH:39][C@H:25]([C:26](=[O:38])[NH:27][C:28]2[CH:37]=[CH:36][C:31]3[NH:32][C:33](=[O:35])[NH:34][C:30]=3[CH:29]=2)[CH2:24][C:21]2[CH:22]=[CH:23][C:18]([C:15]3[CH:16]=[CH:17][C:12]([C:10]([NH:9][C@@H:5]4[CH2:4][C@@H:3]([CH2:2][OH:1])[NH:7][C:6]4=[O:8])=[O:11])=[CH:13][C:14]=3[CH3:57])=[CH:19][CH:20]=2)=[O:41])[CH2:43][CH2:44]1. Given the reactants [OH:1][CH2:2][C@H:3]1[NH:7][C:6](=[O:8])[C@H:5]([NH:9][C:10]([C:12]2[CH:17]=[CH:16][C:15]([C:18]3[CH:23]=[CH:22][C:21]([CH2:24][C@H:25]([NH:39][C:40]([C@H:42]4[CH2:47][CH2:46][C@H:45]([CH2:48][NH:49]C(=O)OC(C)(C)C)[CH2:44][CH2:43]4)=[O:41])[C:26](=[O:38])[NH:27][C:28]4[CH:37]=[CH:36][C:31]5[NH:32][C:33](=[O:35])[NH:34][C:30]=5[CH:29]=4)=[CH:20][CH:19]=3)=[C:14]([CH3:57])[CH:13]=2)=[O:11])[CH2:4]1.[ClH:58], predict the reaction product. (6) Given the reactants [NH2:1][CH:2]([CH2:6][C:7]1[CH:12]=[CH:11][C:10]([B:13]([OH:15])[OH:14])=[CH:9][CH:8]=1)[C:3]([OH:5])=[O:4].CCN(C(C)C)C(C)C.C[Si](Cl)(C)C.[CH3:30][C:31]1[CH:39]=[C:38]([CH3:40])[CH:37]=[C:36]([CH3:41])[C:32]=1[C:33](Cl)=[O:34], predict the reaction product. The product is: [B:13]([C:10]1[CH:11]=[CH:12][C:7]([CH2:6][CH:2]([NH:1][C:33](=[O:34])[C:32]2[C:36]([CH3:41])=[CH:37][C:38]([CH3:40])=[CH:39][C:31]=2[CH3:30])[C:3]([OH:5])=[O:4])=[CH:8][CH:9]=1)([OH:15])[OH:14]. (7) Given the reactants [OH:1][C:2]1[CH:3]=[C:4]([NH:8][C:9]([NH2:11])=[O:10])[CH:5]=[CH:6][CH:7]=1.B(O)(O)[C:13]1[CH:14]=[CH:15][C:16]([CH3:19])=[CH:17][CH:18]=1.N1C=CC=CC=1, predict the reaction product. The product is: [C:16]1([CH3:19])[CH:17]=[CH:18][C:13]([O:1][C:2]2[CH:3]=[C:4]([NH:8][C:9]([NH2:11])=[O:10])[CH:5]=[CH:6][CH:7]=2)=[CH:14][CH:15]=1. (8) Given the reactants C(OC(=O)[N:7]([S:13]([C:16]1[CH:21]=[C:20]([F:22])[C:19]([O:23][C:24]2[CH:25]=[N:26][C:27](Cl)=[CH:28][C:29]=2[C:30]2[CH:31]=[N:32][CH:33]=[CH:34][CH:35]=2)=[CH:18][C:17]=1[F:37])(=[O:15])=[O:14])[C:8]1[N:9]=[CH:10][S:11][CH:12]=1)(C)(C)C.[F:39][C:40]1[CH:41]=[C:42](B(O)O)[CH:43]=[CH:44][CH:45]=1.C([O-])([O-])=O.[Na+].[Na+].O, predict the reaction product. The product is: [F:37][C:17]1[CH:18]=[C:19]([O:23][C:24]2[CH:25]=[N:26][C:27]([C:44]3[CH:43]=[CH:42][CH:41]=[C:40]([F:39])[CH:45]=3)=[CH:28][C:29]=2[C:30]2[CH:31]=[N:32][CH:33]=[CH:34][CH:35]=2)[C:20]([F:22])=[CH:21][C:16]=1[S:13]([NH:7][C:8]1[N:9]=[CH:10][S:11][CH:12]=1)(=[O:14])=[O:15]. (9) Given the reactants Cl[C:2]1[N:7]=[C:6]([NH:8][C:9]2[CH:14]=[CH:13][CH:12]=[CH:11][C:10]=2[S:15]([CH:18]([CH3:20])[CH3:19])(=[O:17])=[O:16])[C:5]([Cl:21])=[CH:4][N:3]=1.[CH3:22][P:23]([C:26]1[CH:32]=[CH:31][C:29]([NH2:30])=[C:28]([CH2:33][CH3:34])[CH:27]=1)([CH3:25])=[O:24].[OH-].[Na+], predict the reaction product. The product is: [Cl:21][C:5]1[C:6]([NH:8][C:9]2[CH:14]=[CH:13][CH:12]=[CH:11][C:10]=2[S:15]([CH:18]([CH3:20])[CH3:19])(=[O:17])=[O:16])=[N:7][C:2]([NH:30][C:29]2[CH:31]=[CH:32][C:26]([P:23]([CH3:25])([CH3:22])=[O:24])=[CH:27][C:28]=2[CH2:33][CH3:34])=[N:3][CH:4]=1.